This data is from Full USPTO retrosynthesis dataset with 1.9M reactions from patents (1976-2016). The task is: Predict the reactants needed to synthesize the given product. (1) Given the product [CH3:1][N:2]([CH3:3])[C:42]([CH:39]1[CH2:38][CH2:37][CH:36]([O:35][C:34]2[CH:33]=[CH:32][N:31]=[CH:30][C:29]=2[N+:26]([O-:28])=[O:27])[CH2:41][CH2:40]1)=[O:44], predict the reactants needed to synthesize it. The reactants are: [CH3:1][N:2](C(ON1N=NC2C=CC=CC1=2)=[N+](C)C)[CH3:3].[B-](F)(F)(F)F.CNC.[N+:26]([C:29]1[CH:30]=[N:31][CH:32]=[CH:33][C:34]=1[O:35][CH:36]1[CH2:41][CH2:40][CH:39]([C:42]([OH:44])=O)[CH2:38][CH2:37]1)([O-:28])=[O:27].CCN(C(C)C)C(C)C. (2) Given the product [Br:14][C:15]1[CH:16]=[C:17]([S:26]([NH2:29])(=[O:28])=[O:27])[CH:18]=[C:19]2[C:23]=1[N:22]([CH2:24][CH3:25])[CH:21]=[CH:20]2, predict the reactants needed to synthesize it. The reactants are: N1C2C(=CC(S(N)(=O)=O)=CC=2)C=C1.[Br:14][C:15]1[CH:16]=[C:17]([S:26]([NH2:29])(=[O:28])=[O:27])[CH:18]=[C:19]2[C:23]=1[N:22]([CH2:24][CH3:25])[CH2:21][CH2:20]2. (3) Given the product [CH2:12]([N:11]1[C:10]2[N:9]=[C:8]([C:17]([F:20])([F:19])[F:18])[NH:7][C:6]=2[C:5](=[O:21])[NH:4]/[C:3]/1=[N:22]\[NH2:23])[CH2:13][CH2:14][CH2:15][CH3:16], predict the reactants needed to synthesize it. The reactants are: CS[CH:3]1[N:11]([CH2:12][CH2:13][CH2:14][CH2:15][CH3:16])[C:10]2[N:9]=[C:8]([C:17]([F:20])([F:19])[F:18])[NH:7][C:6]=2[C:5](=[O:21])[NH:4]1.[NH2:22][NH2:23].